Dataset: Reaction yield outcomes from USPTO patents with 853,638 reactions. Task: Predict the reaction yield, written as a fraction of the theoretical maximum amount of product (1.0 means a 100% yield; for example, 0.34 means a 34% yield). (1) The reactants are [CH3:1][C:2]1[N:10]=[CH:9][CH:8]=[CH:7][C:3]=1[C:4](O)=[O:5].B.C1COCC1. The catalyst is CO. The product is [CH3:1][C:2]1[C:3]([CH2:4][OH:5])=[CH:7][CH:8]=[CH:9][N:10]=1. The yield is 0.800. (2) The reactants are [CH2:1]([C:3]1[C:8](=[O:9])[NH:7][C:6]([CH3:10])=[C:5]([C:11]2[S:15][C:14]([S:16]([Cl:19])(=[O:18])=[O:17])=[CH:13][CH:12]=2)[CH:4]=1)[CH3:2].[N:20]1[CH:25]=[CH:24][CH:23]=[CH:22][C:21]=1[CH2:26][NH2:27].Cl. No catalyst specified. The product is [ClH:19].[N:20]1[CH:25]=[CH:24][CH:23]=[CH:22][C:21]=1[CH2:26][NH:27][S:16]([C:14]1[S:15][C:11]([C:5]2[CH:4]=[C:3]([CH2:1][CH3:2])[C:8](=[O:9])[NH:7][C:6]=2[CH3:10])=[CH:12][CH:13]=1)(=[O:18])=[O:17]. The yield is 0.380. (3) The catalyst is CN(C=O)C.[Cl-].[Na+].O. The product is [CH3:30][O:29][C:28]1[CH:27]=[C:26]([CH3:31])[NH:25][C:24](=[O:32])[C:23]=1[CH2:22][NH:21][C:15]([C:8]1[C:9]2[C:10](=[N:11][CH:12]=[CH:13][CH:14]=2)[N:6]([CH:4]([CH:3]([O:2][CH3:1])[CH3:19])[CH3:5])[C:7]=1[CH3:18])=[O:17]. The reactants are [CH3:1][O:2][CH:3]([CH3:19])[CH:4]([N:6]1[C:10]2=[N:11][CH:12]=[CH:13][CH:14]=[C:9]2[C:8]([C:15]([OH:17])=O)=[C:7]1[CH3:18])[CH3:5].Cl.[NH2:21][CH2:22][C:23]1[C:24](=[O:32])[NH:25][C:26]([CH3:31])=[CH:27][C:28]=1[O:29][CH3:30].CN(C(ON1N=NC2C=CC=NC1=2)=[N+](C)C)C.F[P-](F)(F)(F)(F)F. The yield is 0.950. (4) The reactants are [N:1]([C@@H:4]1[CH2:9][CH2:8][N:7]([C:10]([O:12][C:13]([CH3:16])([CH3:15])[CH3:14])=[O:11])[CH2:6][C@H:5]1[O:17][Si:18]([C:21]([CH3:24])([CH3:23])[CH3:22])([CH3:20])[CH3:19])=[N+]=[N-]. The catalyst is CO.[Pd]. The product is [NH2:1][C@@H:4]1[CH2:9][CH2:8][N:7]([C:10]([O:12][C:13]([CH3:14])([CH3:15])[CH3:16])=[O:11])[CH2:6][C@H:5]1[O:17][Si:18]([C:21]([CH3:24])([CH3:23])[CH3:22])([CH3:20])[CH3:19]. The yield is 0.940. (5) The reactants are [CH3:1][O:2][C:3]1[CH:25]=[C:24]([O:26][CH3:27])[CH:23]=[CH:22][C:4]=1[CH2:5][N:6]=[C:7]1[C:14]2[CH:15]=[CH:16][C:17]([N:19]([CH3:21])[CH3:20])=[CH:18][C:13]=2[CH2:12][CH2:11][CH2:10][CH2:9][CH2:8]1.C[O:29][CH:30]=[C:31]([C:36](OC)=O)[C:32]([O:34][CH3:35])=[O:33]. The catalyst is O(C1C=CC=CC=1)C1C=CC=CC=1. The product is [CH3:1][O:2][C:3]1[CH:25]=[C:24]([O:26][CH3:27])[CH:23]=[CH:22][C:4]=1[CH2:5][N:6]1[C:30](=[O:29])[C:31]([C:32]([O:34][CH3:35])=[O:33])=[CH:36][C:8]2[CH2:9][CH2:10][CH2:11][CH2:12][C:13]3[CH:18]=[C:17]([N:19]([CH3:20])[CH3:21])[CH:16]=[CH:15][C:14]=3[C:7]1=2. The yield is 0.290. (6) The reactants are [O:1]1[CH:5]=[CH:4][CH:3]=[C:2]1[C:6](=[O:55])[C:7]([NH:9][C:10]1[CH:15]=[CH:14][CH:13]=[C:12]([C:16]2[C:24]3[C:19](=[CH:20][CH:21]=[C:22]([C:25]4[N:29]=[CH:28][N:27](C(C5C=CC=CC=5)(C5C=CC=CC=5)C5C=CC=CC=5)[N:26]=4)[CH:23]=3)[N:18](C3CCCCO3)[N:17]=2)[CH:11]=1)=[O:8]. The catalyst is Cl.O1CCOCC1. The product is [NH:27]1[CH:28]=[N:29][C:25]([C:22]2[CH:23]=[C:24]3[C:19](=[CH:20][CH:21]=2)[NH:18][N:17]=[C:16]3[C:12]2[CH:11]=[C:10]([NH:9][C:7](=[O:8])[C:6]([C:2]3[O:1][CH:5]=[CH:4][CH:3]=3)=[O:55])[CH:15]=[CH:14][CH:13]=2)=[N:26]1. The yield is 0.0500. (7) The reactants are [CH2:1]([C:3]1[CH:8]=[CH:7][N:6]=[C:5]([NH2:9])[CH:4]=1)[CH3:2].OS(O)(=O)=O.[N+:15]([O-])(O)=O. The catalyst is OS(O)(=O)=O.[OH-].[Na+].[Zn]. The product is [CH2:1]([C:3]1[CH:8]=[CH:7][N:6]=[C:5]([NH:9][NH2:15])[CH:4]=1)[CH3:2]. The yield is 0.770.